This data is from Reaction yield outcomes from USPTO patents with 853,638 reactions. The task is: Predict the reaction yield, written as a fraction of the theoretical maximum amount of product (1.0 means a 100% yield; for example, 0.34 means a 34% yield). (1) The reactants are [NH2:1][C:2]1[C:11]2[N:12]=[C:13]([CH2:39][CH2:40][O:41][CH3:42])[N:14]([CH2:15][CH2:16][CH2:17][N:18]([CH2:27][C:28]3[CH:29]=[C:30]([CH:36]=[CH:37][CH:38]=3)[O:31][CH2:32][C:33]([OH:35])=[O:34])[C:19](=[O:26])[CH2:20][N:21]([CH2:24][CH3:25])[CH2:22][CH3:23])[C:10]=2[C:9]2[CH:8]=[CH:7][CH:6]=[CH:5][C:4]=2[N:3]=1.[CH:43]1(O)[CH2:46][CH2:45][CH2:44]1. No catalyst specified. The product is [NH2:1][C:2]1[C:11]2[N:12]=[C:13]([CH2:39][CH2:40][O:41][CH3:42])[N:14]([CH2:15][CH2:16][CH2:17][N:18]([CH2:27][C:28]3[CH:29]=[C:30]([CH:36]=[CH:37][CH:38]=3)[O:31][CH2:32][C:33]([O:35][CH:43]3[CH2:46][CH2:45][CH2:44]3)=[O:34])[C:19](=[O:26])[CH2:20][N:21]([CH2:24][CH3:25])[CH2:22][CH3:23])[C:10]=2[C:9]2[CH:8]=[CH:7][CH:6]=[CH:5][C:4]=2[N:3]=1. The yield is 0.830. (2) The reactants are [Br:1][C:2]1[C:3]([N:21]2[CH2:26][CH2:25][CH2:24][C@@H:23]([NH:27]C(=O)OC(C)(C)C)[CH2:22]2)=[C:4]2[C:10]([NH:11][C:12]([C:14]3[CH:19]=[N:18][C:17]([CH3:20])=[CH:16][N:15]=3)=[O:13])=[CH:9][NH:8][C:5]2=[N:6][CH:7]=1.C(O)(C(F)(F)F)=O.C(Cl)[Cl:43]. No catalyst specified. The product is [ClH:43].[NH2:27][C@@H:23]1[CH2:24][CH2:25][CH2:26][N:21]([C:3]2[C:2]([Br:1])=[CH:7][N:6]=[C:5]3[NH:8][CH:9]=[C:10]([NH:11][C:12]([C:14]4[CH:19]=[N:18][C:17]([CH3:20])=[CH:16][N:15]=4)=[O:13])[C:4]=23)[CH2:22]1. The yield is 0.560.